This data is from CYP2C19 inhibition data for predicting drug metabolism from PubChem BioAssay. The task is: Regression/Classification. Given a drug SMILES string, predict its absorption, distribution, metabolism, or excretion properties. Task type varies by dataset: regression for continuous measurements (e.g., permeability, clearance, half-life) or binary classification for categorical outcomes (e.g., BBB penetration, CYP inhibition). Dataset: cyp2c19_veith. The molecule is COC(=O)c1ccccc1N/C=C1\CCc2c(c(C)nn2-c2ccccn2)C1=O. The result is 1 (inhibitor).